This data is from NCI-60 drug combinations with 297,098 pairs across 59 cell lines. The task is: Regression. Given two drug SMILES strings and cell line genomic features, predict the synergy score measuring deviation from expected non-interaction effect. (1) Drug 1: CC1CCC2CC(C(=CC=CC=CC(CC(C(=O)C(C(C(=CC(C(=O)CC(OC(=O)C3CCCCN3C(=O)C(=O)C1(O2)O)C(C)CC4CCC(C(C4)OC)OCCO)C)C)O)OC)C)C)C)OC. Drug 2: C1CNP(=O)(OC1)N(CCCl)CCCl. Cell line: MDA-MB-435. Synergy scores: CSS=3.19, Synergy_ZIP=-0.967, Synergy_Bliss=1.56, Synergy_Loewe=-7.55, Synergy_HSA=-0.700. (2) Drug 1: CC1=C(C=C(C=C1)NC2=NC=CC(=N2)N(C)C3=CC4=NN(C(=C4C=C3)C)C)S(=O)(=O)N.Cl. Drug 2: C1=NC2=C(N=C(N=C2N1C3C(C(C(O3)CO)O)O)F)N. Cell line: COLO 205. Synergy scores: CSS=-6.18, Synergy_ZIP=-5.36, Synergy_Bliss=-23.4, Synergy_Loewe=-39.6, Synergy_HSA=-29.9. (3) Drug 1: COC1=NC(=NC2=C1N=CN2C3C(C(C(O3)CO)O)O)N. Drug 2: C1CN(P(=O)(OC1)NCCCl)CCCl. Cell line: HCT-15. Synergy scores: CSS=-8.28, Synergy_ZIP=5.24, Synergy_Bliss=2.32, Synergy_Loewe=-4.68, Synergy_HSA=-7.01. (4) Drug 1: CC1CCC2CC(C(=CC=CC=CC(CC(C(=O)C(C(C(=CC(C(=O)CC(OC(=O)C3CCCCN3C(=O)C(=O)C1(O2)O)C(C)CC4CCC(C(C4)OC)OCCO)C)C)O)OC)C)C)C)OC. Drug 2: CCCCC(=O)OCC(=O)C1(CC(C2=C(C1)C(=C3C(=C2O)C(=O)C4=C(C3=O)C=CC=C4OC)O)OC5CC(C(C(O5)C)O)NC(=O)C(F)(F)F)O. Cell line: NCI-H460. Synergy scores: CSS=60.6, Synergy_ZIP=5.11, Synergy_Bliss=5.91, Synergy_Loewe=5.59, Synergy_HSA=6.00. (5) Drug 1: CCCS(=O)(=O)NC1=C(C(=C(C=C1)F)C(=O)C2=CNC3=C2C=C(C=N3)C4=CC=C(C=C4)Cl)F. Drug 2: CN(C)C1=NC(=NC(=N1)N(C)C)N(C)C. Cell line: PC-3. Synergy scores: CSS=-5.99, Synergy_ZIP=1.02, Synergy_Bliss=-3.70, Synergy_Loewe=-5.46, Synergy_HSA=-5.47. (6) Drug 2: C1=CC=C(C(=C1)C(C2=CC=C(C=C2)Cl)C(Cl)Cl)Cl. Drug 1: CCC1(CC2CC(C3=C(CCN(C2)C1)C4=CC=CC=C4N3)(C5=C(C=C6C(=C5)C78CCN9C7C(C=CC9)(C(C(C8N6C=O)(C(=O)OC)O)OC(=O)C)CC)OC)C(=O)OC)O.OS(=O)(=O)O. Cell line: LOX IMVI. Synergy scores: CSS=17.6, Synergy_ZIP=1.30, Synergy_Bliss=1.01, Synergy_Loewe=-29.3, Synergy_HSA=-5.22. (7) Drug 1: CC1C(C(=O)NC(C(=O)N2CCCC2C(=O)N(CC(=O)N(C(C(=O)O1)C(C)C)C)C)C(C)C)NC(=O)C3=C4C(=C(C=C3)C)OC5=C(C(=O)C(=C(C5=N4)C(=O)NC6C(OC(=O)C(N(C(=O)CN(C(=O)C7CCCN7C(=O)C(NC6=O)C(C)C)C)C)C(C)C)C)N)C. Drug 2: C1CN(CCN1C(=O)CCBr)C(=O)CCBr. Cell line: SR. Synergy scores: CSS=65.9, Synergy_ZIP=-3.83, Synergy_Bliss=-6.28, Synergy_Loewe=-6.69, Synergy_HSA=-3.98.